The task is: Predict the product of the given reaction.. This data is from Forward reaction prediction with 1.9M reactions from USPTO patents (1976-2016). (1) Given the reactants [Cl:1][CH2:2][CH2:3][CH2:4][OH:5].Cl[CH2:7][C:8]1[CH:13]=[C:12]([F:14])[CH:11]=[C:10]([F:15])[C:9]=1[O:16][CH3:17], predict the reaction product. The product is: [Cl:1][CH2:2][CH2:3][CH2:4][O:5][CH2:7][C:8]1[CH:13]=[C:12]([F:14])[CH:11]=[C:10]([F:15])[C:9]=1[O:16][CH3:17]. (2) Given the reactants [Br:1][C:2]1[CH:3]=[C:4]2[C:9](=[CH:10][CH:11]=1)[C:8](=[CH2:12])[CH2:7][CH2:6][CH2:5]2.II.C(OCC)(=[O:17])C, predict the reaction product. The product is: [Br:1][C:2]1[CH:11]=[CH:10][C:9]2[CH2:8][C:12](=[O:17])[CH2:7][CH2:6][CH2:5][C:4]=2[CH:3]=1.